This data is from Reaction yield outcomes from USPTO patents with 853,638 reactions. The task is: Predict the reaction yield, written as a fraction of the theoretical maximum amount of product (1.0 means a 100% yield; for example, 0.34 means a 34% yield). (1) The product is [C:8]([C:5]1[N:6]=[N:7][C:2]([NH:22][C@@H:23]2[CH2:28][CH2:27][O:26][CH2:25][C@@H:24]2[NH:29][C:30](=[O:36])[O:31][C:32]([CH3:34])([CH3:33])[CH3:35])=[CH:3][C:4]=1[NH:11][C:12]1[CH:17]=[C:16]([CH3:18])[CH:15]=[C:14]([CH2:19][CH2:20][CH3:21])[N:13]=1)(=[O:9])[NH2:10]. The yield is 0.230. The reactants are Cl[C:2]1[N:7]=[N:6][C:5]([C:8]([NH2:10])=[O:9])=[C:4]([NH:11][C:12]2[CH:17]=[C:16]([CH3:18])[CH:15]=[C:14]([CH2:19][CH2:20][CH3:21])[N:13]=2)[CH:3]=1.[NH2:22][C@@H:23]1[CH2:28][CH2:27][O:26][CH2:25][C@@H:24]1[NH:29][C:30](=[O:36])[O:31][C:32]([CH3:35])([CH3:34])[CH3:33]. The catalyst is CN1C(=O)CCC1.C(OCC)(=O)C.[Cl-].[Na+].O. (2) The reactants are [NH2:1][C:2]1[CH:16]=[C:15]([O:17][CH3:18])[C:14]([O:19][CH2:20][C:21]2[CH:26]=[CH:25][CH:24]=[CH:23][CH:22]=2)=[CH:13][C:3]=1[C:4]([N:6]1[CH2:10][CH2:9][CH2:8][CH:7]1[CH2:11][OH:12])=[O:5].[C:27](O[C:27]([O:29][C:30]([CH3:33])([CH3:32])[CH3:31])=[O:28])([O:29][C:30]([CH3:33])([CH3:32])[CH3:31])=[O:28].CCOC(C)=O.CCCCCC. The catalyst is C1COCC1. The product is [CH2:20]([O:19][C:14]1[C:15]([O:17][CH3:18])=[CH:16][C:2]([NH:1][C:27]([O:29][C:30]([CH3:33])([CH3:32])[CH3:31])=[O:28])=[C:3]([CH:13]=1)[C:4]([N:6]1[CH2:10][CH2:9][CH2:8][CH:7]1[CH2:11][OH:12])=[O:5])[C:21]1[CH:26]=[CH:25][CH:24]=[CH:23][CH:22]=1. The yield is 0.600. (3) The reactants are C([CH:3]([O-:19])[CH2:4][CH2:5][C:6]([C:17]#[N:18])([C:10]1[S:11][CH:12]=[CH:13][C:14]=1[C:15]#[N:16])[CH:7]([CH3:9])[CH3:8])C.[BH4-].[Li+].Cl. The catalyst is C1COCC1. The product is [C:17]([C:6]([C:10]1[S:11][CH:12]=[CH:13][C:14]=1[C:15]#[N:16])([CH:7]([CH3:9])[CH3:8])[CH2:5][CH2:4][CH2:3][OH:19])#[N:18]. The yield is 0.571. (4) The reactants are [F:1][C:2]1[C:7]([F:8])=[CH:6][CH:5]=[CH:4][C:3]=1[C:9]1[N:42]=[C:12]2[CH:13]=[N:14][N:15]([CH:17]([C:22]3[CH:23]=[N:24][C:25]([C:28]4[CH:33]=[CH:32][C:31]([O:34][CH2:35][CH2:36][CH3:37])=[CH:30][C:29]=4[C:38]([F:41])([F:40])[F:39])=[CH:26][CH:27]=3)[C:18]([O:20][CH3:21])=[O:19])[CH:16]=[C:11]2[N:10]=1.[C:43]([O-])([O-])=O.[K+].[K+].CC(O)=O. The catalyst is CCO.CCOC(C)=O. The product is [F:1][C:2]1[C:7]([F:8])=[CH:6][CH:5]=[CH:4][C:3]=1[C:9]1[N:42]=[C:12]2[CH:13]=[N:14][N:15]([CH:17]([C:22]3[CH:23]=[N:24][C:25]([C:28]4[CH:33]=[CH:32][C:31]([O:34][CH2:35][CH2:36][CH3:37])=[CH:30][C:29]=4[C:38]([F:41])([F:40])[F:39])=[CH:26][CH:27]=3)[C:18]([O:20][CH2:21][CH3:43])=[O:19])[CH:16]=[C:11]2[N:10]=1. The yield is 0.290. (5) The reactants are [O:1]1CCO[CH:2]1[C:6]1[S:10][C:9]([CH:11]=[CH:12][C:13]2[N:14]=[C:15]([NH:18][C:19](=[O:21])[CH3:20])[S:16][CH:17]=2)=[CH:8][C:7]=1[CH3:22]. The catalyst is C(OCC)(=O)C.C(O)(=O)C.[C].[Pd]. The product is [CH:2]([C:6]1[S:10][C:9]([CH2:11][CH2:12][C:13]2[N:14]=[C:15]([NH:18][C:19](=[O:21])[CH3:20])[S:16][CH:17]=2)=[CH:8][C:7]=1[CH3:22])=[O:1]. The yield is 0.584.